Dataset: Catalyst prediction with 721,799 reactions and 888 catalyst types from USPTO. Task: Predict which catalyst facilitates the given reaction. Reactant: [N:1]([CH2:4][CH2:5][N:6]1[CH2:11][CH2:10][N:9]([C:12]2[CH:17]=[CH:16][C:15]([N+:18]([O-:20])=[O:19])=[CH:14][CH:13]=2)[CH2:8][CH2:7]1)=[N+]=[N-].C(P(CCCC)CCCC)CCC.[C:34]([O:38][C:39](O[C:39]([O:38][C:34]([CH3:37])([CH3:36])[CH3:35])=[O:40])=[O:40])([CH3:37])([CH3:36])[CH3:35].C(=O)([O-])O.[Na+]. Product: [C:34]([O:38][C:39]([NH:1][CH2:4][CH2:5][N:6]1[CH2:11][CH2:10][N:9]([C:12]2[CH:17]=[CH:16][C:15]([N+:18]([O-:20])=[O:19])=[CH:14][CH:13]=2)[CH2:8][CH2:7]1)=[O:40])([CH3:37])([CH3:36])[CH3:35]. The catalyst class is: 757.